The task is: Predict the product of the given reaction.. This data is from Forward reaction prediction with 1.9M reactions from USPTO patents (1976-2016). Given the reactants [Br:1][C:2]1[CH:3]=[CH:4][C:5]([Cl:9])=[C:6]([SH:8])[CH:7]=1.[H-].[Na+].I[CH3:13], predict the reaction product. The product is: [Br:1][C:2]1[CH:3]=[CH:4][C:5]([Cl:9])=[C:6]([S:8][CH3:13])[CH:7]=1.